From a dataset of Forward reaction prediction with 1.9M reactions from USPTO patents (1976-2016). Predict the product of the given reaction. (1) Given the reactants [C:1]1([CH3:11])[CH:6]=[CH:5][C:4]([S:7](Cl)(=[O:9])=[O:8])=[CH:3][CH:2]=1.[C:12]([C:14]1[C:20]([C:21]#[N:22])=[C:19]([OH:23])[CH:18]=[CH:17][C:15]=1[OH:16])#[N:13].C(=O)([O-])[O-].[K+].[K+], predict the reaction product. The product is: [CH3:11][C:1]1[CH:6]=[CH:5][C:4]([S:7]([O:23][C:19]2[CH:18]=[CH:17][C:15]([O:16][S:7]([C:4]3[CH:5]=[CH:6][C:1]([CH3:11])=[CH:2][CH:3]=3)(=[O:9])=[O:8])=[C:14]([C:12]#[N:13])[C:20]=2[C:21]#[N:22])(=[O:9])=[O:8])=[CH:3][CH:2]=1. (2) Given the reactants [C:1]1([C:7]2[C:8](=O)[O:9][C:10](=[O:12])[CH:11]=2)[CH:6]=[CH:5][CH:4]=[CH:3][CH:2]=1.S(O)(O)(=O)=O.[NH2:19][NH2:20], predict the reaction product. The product is: [C:1]1([C:7]2[C:8](=[O:9])[NH:19][NH:20][C:10](=[O:12])[CH:11]=2)[CH:6]=[CH:5][CH:4]=[CH:3][CH:2]=1. (3) The product is: [NH2:9][C:3]1[C:2]([F:1])=[CH:7][N:6]=[C:5]([O:8][S:16]([C:10]2[CH:15]=[CH:14][CH:13]=[CH:12][CH:11]=2)(=[O:18])=[O:17])[N:4]=1. Given the reactants [F:1][C:2]1[C:3]([NH2:9])=[N:4][C:5](=[O:8])[NH:6][CH:7]=1.[C:10]1([S:16](Cl)(=[O:18])=[O:17])[CH:15]=[CH:14][CH:13]=[CH:12][CH:11]=1, predict the reaction product. (4) Given the reactants [NH2:1][C:2]1[S:3][CH:4]=[C:5]([CH2:7][C:8]([NH:10][C:11]2[CH:16]=[CH:15][C:14]([CH2:17][CH2:18][NH:19][CH2:20][C@H:21]([OH:28])[C:22]3[CH:27]=[CH:26][CH:25]=[CH:24][CH:23]=3)=[CH:13][CH:12]=2)=[O:9])[N:6]=1.[ClH:29], predict the reaction product. The product is: [ClH:29].[ClH:29].[NH2:1][C:2]1[S:3][CH:4]=[C:5]([CH2:7][C:8]([NH:10][C:11]2[CH:12]=[CH:13][C:14]([CH2:17][CH2:18][NH:19][CH2:20][C@H:21]([OH:28])[C:22]3[CH:23]=[CH:24][CH:25]=[CH:26][CH:27]=3)=[CH:15][CH:16]=2)=[O:9])[N:6]=1.